This data is from NCI-60 drug combinations with 297,098 pairs across 59 cell lines. The task is: Regression. Given two drug SMILES strings and cell line genomic features, predict the synergy score measuring deviation from expected non-interaction effect. (1) Drug 1: CC1C(C(CC(O1)OC2CC(OC(C2O)C)OC3=CC4=CC5=C(C(=O)C(C(C5)C(C(=O)C(C(C)O)O)OC)OC6CC(C(C(O6)C)O)OC7CC(C(C(O7)C)O)OC8CC(C(C(O8)C)O)(C)O)C(=C4C(=C3C)O)O)O)O. Drug 2: CC(C)NC(=O)C1=CC=C(C=C1)CNNC.Cl. Cell line: 786-0. Synergy scores: CSS=32.4, Synergy_ZIP=-0.892, Synergy_Bliss=-1.16, Synergy_Loewe=0.509, Synergy_HSA=0.361. (2) Drug 1: CC(C1=C(C=CC(=C1Cl)F)Cl)OC2=C(N=CC(=C2)C3=CN(N=C3)C4CCNCC4)N. Drug 2: C1CCN(CC1)CCOC2=CC=C(C=C2)C(=O)C3=C(SC4=C3C=CC(=C4)O)C5=CC=C(C=C5)O. Cell line: SK-MEL-2. Synergy scores: CSS=9.81, Synergy_ZIP=2.48, Synergy_Bliss=10.4, Synergy_Loewe=3.16, Synergy_HSA=6.19.